From a dataset of Catalyst prediction with 721,799 reactions and 888 catalyst types from USPTO. Predict which catalyst facilitates the given reaction. (1) Reactant: [NH:1]1[CH:5]=[CH:4][N:3]=[CH:2]1.[H-].[Na+].F[C:9]1[CH:16]=[CH:15][CH:14]=[CH:13][C:10]=1[C:11]#[N:12].C(OCC)(=O)C. Product: [N:1]1([C:9]2[CH:16]=[CH:15][CH:14]=[CH:13][C:10]=2[C:11]#[N:12])[CH:5]=[CH:4][N:3]=[CH:2]1. The catalyst class is: 9. (2) Reactant: [CH3:1][O:2][C:3](=[O:11])[C:4]1[CH:9]=[CH:8][CH:7]=[CH:6][C:5]=1[NH2:10].[Br:12][C:13]1[CH:21]=[CH:20][C:16]([C:17](Cl)=[O:18])=[CH:15][C:14]=1[CH3:22].C(N(CC)CC)C. Product: [CH3:1][O:2][C:3](=[O:11])[C:4]1[CH:9]=[CH:8][CH:7]=[CH:6][C:5]=1[NH:10][C:17](=[O:18])[C:16]1[CH:20]=[CH:21][C:13]([Br:12])=[C:14]([CH3:22])[CH:15]=1. The catalyst class is: 4. (3) Reactant: I[C:2]1[CH:3]=[CH:4][C:5]([S:13]([C:16]2[CH:21]=[CH:20][C:19]([CH2:22][C@H:23]([NH:25][C:26](=[O:31])[C:27]([F:30])([F:29])[F:28])[CH3:24])=[CH:18][CH:17]=2)(=[O:15])=[O:14])=[C:6]([CH:12]=1)[C:7]([O:9][CH2:10][CH3:11])=[O:8].[C:32]1(B(O)O)[CH:37]=[CH:36][CH:35]=[CH:34][CH:33]=1.C(=O)([O-])[O-].[Na+].[Na+].O. Product: [F:28][C:27]([F:30])([F:29])[C:26]([NH:25][C@H:23]([CH3:24])[CH2:22][C:19]1[CH:20]=[CH:21][C:16]([S:13]([C:5]2[CH:4]=[CH:3][C:2]([C:32]3[CH:37]=[CH:36][CH:35]=[CH:34][CH:33]=3)=[CH:12][C:6]=2[C:7]([O:9][CH2:10][CH3:11])=[O:8])(=[O:15])=[O:14])=[CH:17][CH:18]=1)=[O:31]. The catalyst class is: 104.